Dataset: Full USPTO retrosynthesis dataset with 1.9M reactions from patents (1976-2016). Task: Predict the reactants needed to synthesize the given product. (1) Given the product [O:3]1[C:8]2[CH:9]=[CH:10][C:11]([CH2:13][N:14]([CH:15]3[CH2:16][CH2:17][N:18]([CH2:21][CH2:22][S:23][C:24]4[CH:33]=[N:32][C:31]5[C:26](=[CH:27][C:28]([O:34][CH3:35])=[CH:29][CH:30]=5)[N:25]=4)[CH2:19][CH2:20]3)[CH3:1])=[CH:12][C:7]=2[O:6][CH2:5][CH2:4]1, predict the reactants needed to synthesize it. The reactants are: [CH2:1]=O.[O:3]1[C:8]2[CH:9]=[CH:10][C:11]([CH2:13][NH:14][CH:15]3[CH2:20][CH2:19][N:18]([CH2:21][CH2:22][S:23][C:24]4[CH:33]=[N:32][C:31]5[C:26](=[CH:27][C:28]([O:34][CH3:35])=[CH:29][CH:30]=5)[N:25]=4)[CH2:17][CH2:16]3)=[CH:12][C:7]=2[O:6][CH2:5][CH2:4]1. (2) Given the product [CH2:1]([O:5][CH2:6][CH2:7][O:8][C:9]1[CH:10]=[CH:11][C:12]([C:15]2[CH:16]=[CH:17][C:18]3[N:24]([C:25](=[O:30])[C:26]([F:29])([F:27])[F:28])[CH2:23][CH2:22][C:21]([C:31]([NH:35][C:36]4[CH:41]=[CH:40][C:39]([CH:42]([OH:43])[C:44]5[CH:49]=[CH:48][CH:47]=[CH:46][N:45]=5)=[C:38]([C:50]([F:53])([F:51])[F:52])[CH:37]=4)=[O:32])=[CH:20][C:19]=3[CH:34]=2)=[CH:13][CH:14]=1)[CH2:2][CH2:3][CH3:4], predict the reactants needed to synthesize it. The reactants are: [CH2:1]([O:5][CH2:6][CH2:7][O:8][C:9]1[CH:14]=[CH:13][C:12]([C:15]2[CH:16]=[CH:17][C:18]3[N:24]([C:25](=[O:30])[C:26]([F:29])([F:28])[F:27])[CH2:23][CH2:22][C:21]([C:31](O)=[O:32])=[CH:20][C:19]=3[CH:34]=2)=[CH:11][CH:10]=1)[CH2:2][CH2:3][CH3:4].[NH2:35][C:36]1[CH:41]=[CH:40][C:39]([CH:42]([C:44]2[CH:49]=[CH:48][CH:47]=[CH:46][N:45]=2)[OH:43])=[C:38]([C:50]([F:53])([F:52])[F:51])[CH:37]=1.O.ON1C2C=CC=CC=2N=N1.Cl.C(N=C=NCCCN(C)C)C. (3) Given the product [I:1][C:2]1[C:3]2[C:4](=[CH:8][N:9]([CH:12]([CH3:14])[CH3:13])[N:10]=2)[N:5]=[CH:6][CH:7]=1.[I:1][C:2]1[CH:7]=[CH:6][N:5]=[C:4]2[CH:8]=[N:9][N:10]([CH:12]([CH3:14])[CH3:13])[C:3]=12, predict the reactants needed to synthesize it. The reactants are: [I:1][C:2]1[C:3]2[C:4](=[CH:8][NH:9][N:10]=2)[N:5]=[CH:6][CH:7]=1.I[CH:12]([CH3:14])[CH3:13].[H-].[Na+]. (4) The reactants are: [Cl:1][C:2]1[CH:7]=[CH:6][C:5]([C@@:8]2([CH3:54])[C@:12]([C:14]3[CH:19]=[CH:18][C:17]([Cl:20])=[CH:16][CH:15]=3)([CH3:13])[N:11]([C:21]([N:23]3[CH2:28][CH2:27][N:26]([CH2:29][CH2:30]CS(C)(=O)=O)[CH2:25][CH2:24]3)=[O:22])[C:10]([C:36]3[C:37]([O:51][CH2:52][CH3:53])=[CH:38][C:39]([Cl:50])=[C:40]([S:42]([NH:45][C:46]([CH3:49])([CH3:48])[CH3:47])(=[O:44])=[O:43])[CH:41]=3)=[N:9]2)=[CH:4][CH:3]=1.N1(CC[OH:63])CCNCC1. Given the product [Cl:1][C:2]1[CH:3]=[CH:4][C:5]([C@@:8]2([CH3:54])[C@:12]([C:14]3[CH:15]=[CH:16][C:17]([Cl:20])=[CH:18][CH:19]=3)([CH3:13])[N:11]([C:21]([N:23]3[CH2:24][CH2:25][N:26]([CH2:29][CH2:30][OH:63])[CH2:27][CH2:28]3)=[O:22])[C:10]([C:36]3[C:37]([O:51][CH2:52][CH3:53])=[CH:38][C:39]([Cl:50])=[C:40]([S:42]([NH:45][C:46]([CH3:49])([CH3:48])[CH3:47])(=[O:43])=[O:44])[CH:41]=3)=[N:9]2)=[CH:6][CH:7]=1, predict the reactants needed to synthesize it.